Dataset: Forward reaction prediction with 1.9M reactions from USPTO patents (1976-2016). Task: Predict the product of the given reaction. Given the reactants [CH2:1]([NH:5][C:6]([NH:8][C:9]1[CH:14]=[CH:13][CH:12]=[C:11]([C:15]#[N:16])[CH:10]=1)=[S:7])[CH2:2][CH2:3][CH3:4].Cl[CH2:18][C:19](OCC)=[O:20].N1C=CC=CC=1, predict the reaction product. The product is: [CH2:1]([N:5]1[C:19](=[O:20])[CH2:18][S:7][C:6]1=[N:8][C:9]1[CH:10]=[C:11]([CH:12]=[CH:13][CH:14]=1)[C:15]#[N:16])[CH2:2][CH2:3][CH3:4].